This data is from NCI-60 drug combinations with 297,098 pairs across 59 cell lines. The task is: Regression. Given two drug SMILES strings and cell line genomic features, predict the synergy score measuring deviation from expected non-interaction effect. (1) Drug 1: CC1C(C(=O)NC(C(=O)N2CCCC2C(=O)N(CC(=O)N(C(C(=O)O1)C(C)C)C)C)C(C)C)NC(=O)C3=C4C(=C(C=C3)C)OC5=C(C(=O)C(=C(C5=N4)C(=O)NC6C(OC(=O)C(N(C(=O)CN(C(=O)C7CCCN7C(=O)C(NC6=O)C(C)C)C)C)C(C)C)C)N)C. Drug 2: CCN(CC)CCCC(C)NC1=C2C=C(C=CC2=NC3=C1C=CC(=C3)Cl)OC. Cell line: UACC-257. Synergy scores: CSS=10.8, Synergy_ZIP=-3.58, Synergy_Bliss=-0.354, Synergy_Loewe=-4.83, Synergy_HSA=0.521. (2) Drug 1: CS(=O)(=O)CCNCC1=CC=C(O1)C2=CC3=C(C=C2)N=CN=C3NC4=CC(=C(C=C4)OCC5=CC(=CC=C5)F)Cl. Drug 2: CC(C)CN1C=NC2=C1C3=CC=CC=C3N=C2N. Cell line: SK-OV-3. Synergy scores: CSS=15.3, Synergy_ZIP=-6.59, Synergy_Bliss=-6.52, Synergy_Loewe=-2.64, Synergy_HSA=-2.72. (3) Drug 1: CC1=C(C=C(C=C1)C(=O)NC2=CC(=CC(=C2)C(F)(F)F)N3C=C(N=C3)C)NC4=NC=CC(=N4)C5=CN=CC=C5. Drug 2: C1CN1C2=NC(=NC(=N2)N3CC3)N4CC4. Synergy scores: CSS=15.9, Synergy_ZIP=-4.20, Synergy_Bliss=-1.48, Synergy_Loewe=-1.23, Synergy_HSA=1.05. Cell line: HS 578T. (4) Drug 1: CC1=C(C=C(C=C1)NC2=NC=CC(=N2)N(C)C3=CC4=NN(C(=C4C=C3)C)C)S(=O)(=O)N.Cl. Drug 2: C1CCC(C1)C(CC#N)N2C=C(C=N2)C3=C4C=CNC4=NC=N3. Cell line: U251. Synergy scores: CSS=10.1, Synergy_ZIP=-3.69, Synergy_Bliss=-0.170, Synergy_Loewe=-1.28, Synergy_HSA=0.572. (5) Drug 1: C1=CN(C(=O)N=C1N)C2C(C(C(O2)CO)O)O.Cl. Drug 2: C1=CC=C(C(=C1)C(C2=CC=C(C=C2)Cl)C(Cl)Cl)Cl. Cell line: SNB-19. Synergy scores: CSS=32.1, Synergy_ZIP=0.0373, Synergy_Bliss=-0.434, Synergy_Loewe=-26.0, Synergy_HSA=0.0497. (6) Drug 1: C1C(C(OC1N2C=NC3=C(N=C(N=C32)Cl)N)CO)O. Drug 2: C1=NC2=C(N1)C(=S)N=CN2. Cell line: HCT-15. Synergy scores: CSS=55.5, Synergy_ZIP=-3.74, Synergy_Bliss=-0.116, Synergy_Loewe=-8.18, Synergy_HSA=3.33. (7) Drug 1: C1=CC(=C2C(=C1NCCNCCO)C(=O)C3=C(C=CC(=C3C2=O)O)O)NCCNCCO. Drug 2: CCN(CC)CCNC(=O)C1=C(NC(=C1C)C=C2C3=C(C=CC(=C3)F)NC2=O)C. Cell line: PC-3. Synergy scores: CSS=23.5, Synergy_ZIP=0.309, Synergy_Bliss=4.80, Synergy_Loewe=-4.66, Synergy_HSA=4.68. (8) Drug 1: CC(CN1CC(=O)NC(=O)C1)N2CC(=O)NC(=O)C2. Drug 2: C1=CC=C(C=C1)NC(=O)CCCCCCC(=O)NO. Cell line: EKVX. Synergy scores: CSS=11.6, Synergy_ZIP=-1.66, Synergy_Bliss=3.82, Synergy_Loewe=4.71, Synergy_HSA=3.98. (9) Drug 1: CCC1=C2CN3C(=CC4=C(C3=O)COC(=O)C4(CC)O)C2=NC5=C1C=C(C=C5)O. Drug 2: CN(CC1=CN=C2C(=N1)C(=NC(=N2)N)N)C3=CC=C(C=C3)C(=O)NC(CCC(=O)O)C(=O)O. Cell line: SW-620. Synergy scores: CSS=29.3, Synergy_ZIP=-3.61, Synergy_Bliss=-4.89, Synergy_Loewe=-10.2, Synergy_HSA=-4.22.